The task is: Binary Classification. Given a drug SMILES string, predict its activity (active/inactive) in a high-throughput screening assay against a specified biological target.. This data is from Cav3 T-type calcium channel HTS with 100,875 compounds. The molecule is o\1c2c([nH]c1=C1\C(=O)C(=CC(N)=C1)C)cc(CC)cc2. The result is 0 (inactive).